This data is from CYP2D6 substrate classification data from Carbon-Mangels et al.. The task is: Regression/Classification. Given a drug SMILES string, predict its absorption, distribution, metabolism, or excretion properties. Task type varies by dataset: regression for continuous measurements (e.g., permeability, clearance, half-life) or binary classification for categorical outcomes (e.g., BBB penetration, CYP inhibition). Dataset: cyp2d6_substrate_carbonmangels. (1) The drug is CCCN(CCC)C(=O)Cc1c(-c2ccc(Cl)cc2)nc2ccc(Cl)cn12. The result is 0 (non-substrate). (2) The molecule is O=C(O)c1ccccc1O. The result is 0 (non-substrate).